Dataset: Forward reaction prediction with 1.9M reactions from USPTO patents (1976-2016). Task: Predict the product of the given reaction. (1) Given the reactants [O:1]1[CH:5]=[CH:4][C:3]([C:6]2[CH:11]=[CH:10][C:9]([N+:12]([O-])=O)=[CH:8][CH:7]=2)=[CH:2]1, predict the reaction product. The product is: [O:1]1[CH:5]=[CH:4][C:3]([C:6]2[CH:11]=[CH:10][C:9]([NH2:12])=[CH:8][CH:7]=2)=[CH:2]1. (2) Given the reactants [N+:1]([C:4]1[CH:5]=[C:6]([CH:10]=[CH:11][CH:12]=1)[C:7](Cl)=[O:8])([O-:3])=[O:2].[K+].[C:14]([O:20][C:21]([CH3:24])([CH3:23])[CH3:22])(=[O:19])[CH2:15][C:16]([O-:18])=O.CCN(CC)CC.[Mg+2].[Cl-].[Cl-].C(OC(C(F)(F)F)=O)(C(F)(F)F)=O, predict the reaction product. The product is: [C:21]([O:20][C:14](=[O:19])[CH2:15][C:7]([C:6]1[CH:10]=[CH:11][CH:12]=[C:4]([N+:1]([O-:3])=[O:2])[CH:5]=1)=[O:8])([CH3:24])([CH3:23])[CH3:22].[CH3:24][C:21]1([CH3:23])[O:20][C:14](=[O:19])[CH:15]=[C:16]([C:11]2[CH:10]=[CH:6][CH:5]=[C:4]([N+:1]([O-:3])=[O:2])[CH:12]=2)[O:18]1. (3) Given the reactants [F:1][C:2]([F:15])([F:14])[S:3]([O:6]S(C(F)(F)F)(=O)=O)(=[O:5])=[O:4].C[CH:17](O)[C:18]([O-:20])=[O:19].N1C=CC=C[CH:23]=1, predict the reaction product. The product is: [S:3]([O:6][CH2:17][C:18]([O:20][CH3:23])=[O:19])([C:2]([F:15])([F:14])[F:1])(=[O:5])=[O:4].